Dataset: Catalyst prediction with 721,799 reactions and 888 catalyst types from USPTO. Task: Predict which catalyst facilitates the given reaction. (1) Reactant: [Cl:1][C:2]1[C:3]([C:9]2[C:10]([C:18]3[CH:23]=[CH:22][C:21]([Cl:24])=[C:20]([O:25][CH2:26][CH2:27][CH2:28][N:29]([CH3:31])[CH3:30])[CH:19]=3)=[N:11][C:12]([C:15]([O-:17])=[O:16])=[CH:13][CH:14]=2)=[N:4][CH:5]=[C:6]([Cl:8])[CH:7]=1.[OH-].[K+].Cl.C(Cl)Cl.CO. Product: [Cl:1][C:2]1[C:3]([C:9]2[C:10]([C:18]3[CH:23]=[CH:22][C:21]([Cl:24])=[C:20]([O:25][CH2:26][CH2:27][CH2:28][N:29]([CH3:30])[CH3:31])[CH:19]=3)=[N:11][C:12]([C:15]([OH:17])=[O:16])=[CH:13][CH:14]=2)=[N:4][CH:5]=[C:6]([Cl:8])[CH:7]=1. The catalyst class is: 88. (2) Reactant: [CH2:1]([O:3][C:4]([NH:6][C:7]1([C:10]2[CH:19]=[CH:18][C:13]([C:14]([O:16][CH3:17])=[O:15])=[CH:12][CH:11]=2)[CH2:9][CH2:8]1)=[O:5])[CH3:2].[H-].[Na+].Br[CH2:23][CH2:24][O:25][CH:26]1[CH2:30][CH2:29][CH2:28][O:27]1.[I-].[Na+].[Cl-].[NH4+].O1CCC[CH2:36]1. Product: [CH2:1]([O:3][C:4]([N:6]([CH2:36][CH2:28][O:27][CH:26]1[CH2:30][CH2:29][CH2:23][CH2:24][O:25]1)[C:7]1([C:10]2[CH:11]=[CH:12][C:13]([C:14]([O:16][CH3:17])=[O:15])=[CH:18][CH:19]=2)[CH2:8][CH2:9]1)=[O:5])[CH3:2]. The catalyst class is: 9. (3) The catalyst class is: 128. Product: [CH3:39][N:38]([CH3:40])[C:36]([C:35]1[CH:41]=[CH:42][C:32]([C:12]2[CH:13]=[C:14]3[C:9]([CH:8]([C:2]([CH3:1])([CH3:7])[C:3]([O:5][CH3:6])=[O:4])[C:21]4[C:16]([O:15]3)=[N:17][CH:18]=[CH:19][CH:20]=4)=[CH:10][CH:11]=2)=[CH:33][CH:34]=1)=[O:37]. Reactant: [CH3:1][C:2]([CH:8]1[C:21]2[C:16](=[N:17][CH:18]=[CH:19][CH:20]=2)[O:15][C:14]2[C:9]1=[CH:10][CH:11]=[C:12](B1OC(C)(C)C(C)(C)O1)[CH:13]=2)([CH3:7])[C:3]([O:5][CH3:6])=[O:4].Br[C:32]1[CH:42]=[CH:41][C:35]([C:36]([N:38]([CH3:40])[CH3:39])=[O:37])=[CH:34][CH:33]=1.P([O-])([O-])([O-])=O.[K+].[K+].[K+]. (4) Reactant: [NH2:1][C:2]1[CH:3]=[C:4]2[C:8](=[CH:9][CH:10]=1)[N:7]([CH2:11][CH:12]([CH3:14])[CH3:13])[C:6](=[O:15])[CH2:5]2.[CH3:16][O:17][C:18]([C@@H:20]1[O:22][CH2:21]1)=[O:19].FC(F)(F)S([O-])(=O)=O.[Li+]. Product: [CH3:16][O:17][C:18](=[O:19])[C@H:20]([OH:22])[CH2:21][NH:1][C:2]1[CH:3]=[C:4]2[C:8](=[CH:9][CH:10]=1)[N:7]([CH2:11][CH:12]([CH3:13])[CH3:14])[C:6](=[O:15])[CH2:5]2. The catalyst class is: 115. (5) Reactant: CC(C)C(N)=O.[OH-].[Na+].CN1C2C(=CC=CC=2)C(C2C(=O)N(C)C(=O)C=2Cl)=C1.[CH3:28][N:29]1[C:37]2[C:32](=[CH:33][CH:34]=[CH:35][CH:36]=2)[C:31]([C:38]2[C:43](=[O:44])[N:42]([CH3:45])[C:40](=[O:41])[C:39]=2[C:46]2C=C[CH:49]=[CH:48][CH:47]=2)=[CH:30]1.Cl.O. Product: [CH3:49][CH2:48][CH2:47][CH2:46][C:39]1[C:40](=[O:41])[N:42]([CH3:45])[C:43](=[O:44])[C:38]=1[C:31]1[C:32]2[C:37](=[CH:36][CH:35]=[CH:34][CH:33]=2)[N:29]([CH3:28])[CH:30]=1. The catalyst class is: 6. (6) Product: [Br:1][C:2]1[CH:7]=[C:6]([NH:13][CH:9]2[CH2:12][CH2:11][CH2:10]2)[CH:5]=[N:4][CH:3]=1. Reactant: [Br:1][C:2]1[CH:3]=[N:4][CH:5]=[C:6](F)[CH:7]=1.[CH:9]1([NH2:13])[CH2:12][CH2:11][CH2:10]1. The catalyst class is: 296. (7) Reactant: [C:1]([C:4]1[CH:9]=[CH:8][C:7]([S:10]([NH:13][C:14]2[CH:19]=[CH:18][CH:17]=[CH:16][N:15]=2)(=[O:12])=[O:11])=[CH:6][CH:5]=1)(=[O:3])[CH3:2].[CH3:20][O:21][C:22]1[CH:29]=[C:28]([O:30][CH3:31])[C:27]([N:32]2[CH2:36][CH2:35][CH2:34][CH2:33]2)=[CH:26][C:23]=1[CH:24]=O.C[O-].[Li+]. Product: [CH3:20][O:21][C:22]1[CH:29]=[C:28]([O:30][CH3:31])[C:27]([N:32]2[CH2:36][CH2:35][CH2:34][CH2:33]2)=[CH:26][C:23]=1/[CH:24]=[CH:2]/[C:1]([C:4]1[CH:5]=[CH:6][C:7]([S:10]([NH:13][C:14]2[CH:19]=[CH:18][CH:17]=[CH:16][N:15]=2)(=[O:12])=[O:11])=[CH:8][CH:9]=1)=[O:3]. The catalyst class is: 121. (8) Reactant: [OH:1][C:2]1[CH:3]=[C:4]([C:10](=[O:18])[CH2:11][C:12]2[CH:17]=[CH:16][CH:15]=[CH:14][CH:13]=2)[CH:5]=[CH:6][C:7]=1[O:8][CH3:9].S([O-])([O-])(=O)=O.C([N+](CCCC)(CCCC)CCCC)CCC.C([N+](CCCC)(CCCC)CCCC)CCC.[N+:58]([O-])([O:60]C(C)C)=[O:59].S(=O)(=O)(O)O. Product: [OH:1][C:2]1[C:3]([N+:58]([O-:60])=[O:59])=[C:4]([C:10](=[O:18])[CH2:11][C:12]2[CH:17]=[CH:16][CH:15]=[CH:14][CH:13]=2)[CH:5]=[CH:6][C:7]=1[O:8][CH3:9]. The catalyst class is: 4. (9) Reactant: C(N1C=CN=C1)(N1C=CN=C1)=O.[F:13][C:14]1[CH:15]=[N:16][C:17]([O:23][C:24]2[CH:29]=[CH:28][CH:27]=[C:26]([S:30][CH3:31])[CH:25]=2)=[C:18]([CH:22]=1)[C:19]([OH:21])=O.[NH2:32][CH:33]1[CH2:37][CH2:36][N:35]([C:38](=[O:40])[CH3:39])[CH2:34]1. Product: [C:38]([N:35]1[CH2:36][CH2:37][CH:33]([NH:32][C:19](=[O:21])[C:18]2[CH:22]=[C:14]([F:13])[CH:15]=[N:16][C:17]=2[O:23][C:24]2[CH:29]=[CH:28][CH:27]=[C:26]([S:30][CH3:31])[CH:25]=2)[CH2:34]1)(=[O:40])[CH3:39]. The catalyst class is: 112.